This data is from Forward reaction prediction with 1.9M reactions from USPTO patents (1976-2016). The task is: Predict the product of the given reaction. (1) Given the reactants [NH2:1][CH2:2][C:3]1[CH:8]=[CH:7][C:6]([NH:9][C:10]2[CH:15]=[CH:14][CH:13]=[CH:12][C:11]=2[Cl:16])=[CH:5][CH:4]=1.[N:17]1[CH:22]=[C:21]([C:23]([NH:25][C:26]2([C:29](O)=[O:30])[CH2:28][CH2:27]2)=[O:24])[CH:20]=[N:19][CH:18]=1, predict the reaction product. The product is: [Cl:16][C:11]1[CH:12]=[CH:13][CH:14]=[CH:15][C:10]=1[NH:9][C:6]1[CH:5]=[CH:4][C:3]([CH2:2][NH:1][C:29]([C:26]2([NH:25][C:23]([C:21]3[CH:20]=[N:19][CH:18]=[N:17][CH:22]=3)=[O:24])[CH2:28][CH2:27]2)=[O:30])=[CH:8][CH:7]=1. (2) The product is: [NH:8]1[C:7]2[CH:11]=[CH:12][C:4]([NH:1][C:2]([NH:27][CH:19]([C:13]3[CH:18]=[CH:17][CH:16]=[CH:15][CH:14]=3)[CH2:20][C:21]3[CH:26]=[CH:25][CH:24]=[CH:23][CH:22]=3)=[S:3])=[CH:5][C:6]=2[N:10]=[CH:9]1. Given the reactants [N:1]([C:4]1[CH:12]=[CH:11][C:7]2[NH:8][CH:9]=[N:10][C:6]=2[CH:5]=1)=[C:2]=[S:3].[C:13]1([CH:19]([NH2:27])[CH2:20][C:21]2[CH:26]=[CH:25][CH:24]=[CH:23][CH:22]=2)[CH:18]=[CH:17][CH:16]=[CH:15][CH:14]=1, predict the reaction product. (3) Given the reactants [NH:1]1[C:9]2[C:4](=CC=CC=2)[CH:3]=[CH:2]1.C([N:17]1[C:29]2[C:28]([OH:30])=[C:27]3[N:31](C(OC(C)(C)C)=O)[C:32]4[CH:33]=[CH:34][C:35]([Cl:38])=[CH:36][C:37]=4[C:26]3=[CH:25][C:24]=2[C:23]2[C:18]1=[CH:19][CH:20]=[C:21]([Cl:46])[CH:22]=2)(OC(C)(C)C)=O, predict the reaction product. The product is: [Cl:38][C:35]1[CH:36]=[C:37]2[C:32](=[CH:33][CH:34]=1)[NH:31][C:27]1[C:28]([O:30][C@@H:3]3[CH2:4][CH2:9][NH:1][CH2:2]3)=[C:29]3[NH:17][C:18]4[CH:19]=[CH:20][C:21]([Cl:46])=[CH:22][C:23]=4[C:24]3=[CH:25][C:26]2=1. (4) Given the reactants Cl.Cl[C:3]1[C:12]2[C:7](=[CH:8][CH:9]=[C:10]([O:13][CH:14]3[CH2:19][CH2:18][N:17]([C:20](=[O:25])[CH2:21][N:22]([CH3:24])[CH3:23])[CH2:16][CH2:15]3)[CH:11]=2)[N:6]=[CH:5][N:4]=1.[Cl:26][C:27]1[CH:28]=[C:29]([CH:31]=[CH:32][C:33]=1[O:34][CH2:35][C:36]1[CH:41]=[N:40][CH:39]=[CH:38][N:37]=1)[NH2:30], predict the reaction product. The product is: [Cl:26][C:27]1[CH:28]=[C:29]([NH:30][C:3]2[C:12]3[C:7](=[CH:8][CH:9]=[C:10]([O:13][CH:14]4[CH2:19][CH2:18][N:17]([C:20](=[O:25])[CH2:21][N:22]([CH3:23])[CH3:24])[CH2:16][CH2:15]4)[CH:11]=3)[N:6]=[CH:5][N:4]=2)[CH:31]=[CH:32][C:33]=1[O:34][CH2:35][C:36]1[CH:41]=[N:40][CH:39]=[CH:38][N:37]=1. (5) Given the reactants [CH2:1](Br)[C:2]1[CH:7]=[CH:6][CH:5]=[CH:4][CH:3]=1.[O:9]1[C:13]2[CH:14]=[CH:15][C:16]([C:18]3[O:22][C:21]([SH:23])=[N:20][N:19]=3)=[CH:17][C:12]=2[O:11][CH2:10]1.C(N(CC)CC)C.[OH-].[Na+], predict the reaction product. The product is: [O:9]1[C:13]2[CH:14]=[CH:15][C:16]([C:18]3[O:22][C:21]([S:23][CH2:1][C:2]4[CH:7]=[CH:6][CH:5]=[CH:4][CH:3]=4)=[N:20][N:19]=3)=[CH:17][C:12]=2[O:11][CH2:10]1. (6) Given the reactants [OH:1][CH:2]1[CH2:6][CH2:5][CH:4]([O:7][C:8]2[CH:13]=[CH:12][C:11]([N:14]3[C:23](=[O:24])[C:22]4[C:17](=[CH:18][CH:19]=[CH:20][CH:21]=4)[N:16]=[C:15]3[CH3:25])=[CH:10][CH:9]=2)[CH2:3]1.C(N(CC)CC)C.[S:33](Cl)([CH3:36])(=[O:35])=[O:34].O, predict the reaction product. The product is: [CH3:36][S:33]([O:1][CH:2]1[CH2:6][CH2:5][CH:4]([O:7][C:8]2[CH:13]=[CH:12][C:11]([N:14]3[C:23](=[O:24])[C:22]4[C:17](=[CH:18][CH:19]=[CH:20][CH:21]=4)[N:16]=[C:15]3[CH3:25])=[CH:10][CH:9]=2)[CH2:3]1)(=[O:35])=[O:34].